From a dataset of Choline transporter screen with 302,306 compounds. Binary Classification. Given a drug SMILES string, predict its activity (active/inactive) in a high-throughput screening assay against a specified biological target. (1) The molecule is O1c2c(OC1)ccc(NC(=O)Nc1nccc(c1)C)c2. The result is 0 (inactive). (2) The molecule is S\1C(N2CCN(CC2)c2c(cccc2)C)=NC(=O)C1=C\c1sccc1. The result is 0 (inactive).